This data is from NCI-60 drug combinations with 297,098 pairs across 59 cell lines. The task is: Regression. Given two drug SMILES strings and cell line genomic features, predict the synergy score measuring deviation from expected non-interaction effect. (1) Drug 1: COC1=C(C=C2C(=C1)N=CN=C2NC3=CC(=C(C=C3)F)Cl)OCCCN4CCOCC4. Drug 2: C1C(C(OC1N2C=NC(=NC2=O)N)CO)O. Cell line: HCC-2998. Synergy scores: CSS=23.1, Synergy_ZIP=-6.08, Synergy_Bliss=-1.75, Synergy_Loewe=1.16, Synergy_HSA=2.03. (2) Drug 1: COC1=C2C(=CC3=C1OC=C3)C=CC(=O)O2. Drug 2: C1C(C(OC1N2C=NC(=NC2=O)N)CO)O. Cell line: SNB-75. Synergy scores: CSS=-2.78, Synergy_ZIP=1.63, Synergy_Bliss=0.897, Synergy_Loewe=-2.70, Synergy_HSA=-1.70. (3) Drug 1: CC12CCC3C(C1CCC2=O)CC(=C)C4=CC(=O)C=CC34C. Drug 2: CN(C)C1=NC(=NC(=N1)N(C)C)N(C)C. Cell line: SR. Synergy scores: CSS=63.6, Synergy_ZIP=-1.75, Synergy_Bliss=-0.545, Synergy_Loewe=-0.0739, Synergy_HSA=-0.0517.